From a dataset of Experimentally validated miRNA-target interactions with 360,000+ pairs, plus equal number of negative samples. Binary Classification. Given a miRNA mature sequence and a target amino acid sequence, predict their likelihood of interaction. (1) The miRNA is mmu-miR-717 with sequence CUCAGACAGAGAUACCUUCUCU. The protein sequence of the target gene is MFHLRTCAAKLRPLTASQTVKTFSQNKPAAIRTFQQIRCYSAPVAAEPFLSGTSSNYVEEMYCAWLENPKSVHKSWDIFFRNTNAGAPPGTAYQSPLSLSRSSLATMAHAQSLVEAQPNVDKLVEDHLAVQSLIRAYQIRGHHVAQLDPLGILDADLDSSVPADIISSTDKLGFYGLHESDLDKVFHLPTTTFIGGQEPALPLREIIRRLEMAYCQHIGVEFMFINDLEQCQWIRQKFETPGIMQFTNEEKRTLLARLVRSTRFEEFLQRKWSSEKRFGLEGCEVLIPALKTIIDMSSAN.... Result: 1 (interaction). (2) The miRNA is hsa-miR-106b-5p with sequence UAAAGUGCUGACAGUGCAGAU. The protein sequence of the target gene is MKRVNSCVKSDEHVLEELETEGERQLKSLLQHQLDTSVSIEECMSKKESFAPGTMYKPFGKEAAGTMTLSQFQTLHEKDQETASLRELGLNETEILIWKSHVSGEKKTKLRATPEAIQNRLQDIEERISERQRILCLPQRFAKSKQLTRREMEIEKSLFQGADRHSFLKALYYQDEPQKKNKGDPMNNLESFYQEMIMKKRLEEFQLMRGEPFASHSLVSATSVGDSGTAESPSLLQDKGKQAAQGKGPSLHVANVIDFSPEQCWTGPKKLTQPIEFVPEDEIQRNRLSEEEIRKIPMFS.... Result: 1 (interaction). (3) The miRNA is hsa-miR-610 with sequence UGAGCUAAAUGUGUGCUGGGA. The protein sequence of the target gene is MAGWIQAQQLQGDALRQMQVLYGQHFPIEVRHYLAQWIESQPWDAIDLDNPQDRGQATQLLEGLVQELQKKAEHQVGEDGFLLKIKLGHYATQLQNTYDRCPMELVRCIRHILYNEQRLVREANNCSSPAGVLVDAMSQKHLQINQRFEELRLITQDTENELKKLQQTQEYFIIQYQESLRIQAQFAQLGQLNPQERMSRETALQQKQVSLETWLQREAQTLQQYRVELAEKHQKTLQLLRKQQTIILDDELIQWKRRQQLAGNGGPPEGSLDVLQSWCEKLAEIIWQNRQQIRRAEHLC.... Result: 0 (no interaction). (4) The miRNA is hsa-miR-7151-3p with sequence CUACAGGCUGGAAUGGGCUCA. The protein sequence of the target gene is MGCDRNCGLIAGAVIGAVLAVFGGILMPVGDLLIQKTIKKQVVLEEGTIAFKNWVKTGTEVYRQFWIFDVQNPQEVMMNSSNIQVKQRGPYTYRVRFLAKENVTQDAEDNTVSFLQPNGAIFEPSLSVGTEADNFTVLNLAVAAASHIYQNQFVQMILNSLINKSKSSMFQVRTLRELLWGYRDPFLSLVPYPVTTTVGLFYPYNNTADGVYKVFNGKDNISKVAIIDTYKGKRNLSYWESHCDMINGTDAASFPPFVEKSQVLQFFSSDICRSIYAVFESDVNLKGIPVYRFVLPSKAF.... Result: 1 (interaction). (5) The miRNA is hsa-miR-93-5p with sequence CAAAGUGCUGUUCGUGCAGGUAG. The protein sequence of the target gene is MTMGDKKSPTRPKRQAKPAADEGFWDCSVCTFRNSAEAFKCSICDVRKGTSTRKPRINSQLVAQQVAQQYATPPPPKKEKKEKVEKQDKEKPEKDKEISPSVTKKNTNKKTKPKSDILKDPPSEANSIQSANATTKTSETNHTSRPRLKNVDRSTAQQLAVTVGNVTVIITDFKEKTRSSSTSSSTVTSSAGSEQQNQSSSGSESTDKGSSRSSTPKGDMSAVNDESF. Result: 1 (interaction). (6) The miRNA is hsa-miR-511-3p with sequence AAUGUGUAGCAAAAGACAGA. The protein sequence of the target gene is MQPAATTCTEDRIQHALERCLHGLSLGRRSAPWSAGLCLNCWSLQELVSRDPGHFLILLEQILQKTQEVQEKGTYDLLAPLALLFYSTVLCTPHFPPDSDLLLKAASTYHCFLTWPVPYCSICREMLTFIDAELKAPGISYQRLVRAEQGLPVRSHRSSTVTVLLLNPVEVQAEFLAVADKLSTPGQSPHGTYTTLLLHAFQATFGAHCDLPKLHRKLQSKTIEELEDIFTETTEAQELASGIGDVAEAREWLRTKLQAVGEKAGFPGILDTASPGKLHTIPIPVARCYTYSWNQDSFDI.... Result: 0 (no interaction). (7) The miRNA is mmu-miR-466a-5p with sequence UAUGUGUGUGUACAUGUACAUA. The protein sequence of the target gene is MRPLLRGPAGNDDEESSDSTPLLPGARQTEAAPVCCSARYNLAILAFCGFFVLYALRVNLSVALVDMVDSNTTLTDNRTSKECAEHSAPIKVHHNHTGKKYKWDAETQGWILGSFFYGYIVTQIPGGYIASRVGGKLLLGLGILGTSVFTLFTPLAADLGVVTLVVLRALEGLGEGVTFPAMHAMWSSWAPPLERSKLLTISYAGAQLGTVISLPLSGIICYYMNWTYVFYLFGIVGIVWFILWMWIVSDTPETHKTISHYEKEYIVSSLKNQLSSQKVVPWGSILKSLPLWAIVVAHFS.... Result: 1 (interaction).